From a dataset of Forward reaction prediction with 1.9M reactions from USPTO patents (1976-2016). Predict the product of the given reaction. (1) Given the reactants [NH2:1][C:2]1[CH:3]=[C:4]([C:8]2[S:12][C:11]([C:13]3[CH:14]=[C:15]4[C:19](=[CH:20][CH:21]=3)[C:18](=[O:22])[N:17]([CH3:23])[CH2:16]4)=[CH:10][CH:9]=2)[CH:5]=[N:6][CH:7]=1.[N+:24]([C:27]1[CH:32]=[CH:31][CH:30]=[CH:29][C:28]=1[S:33](Cl)(=[O:35])=[O:34])([O-:26])=[O:25], predict the reaction product. The product is: [CH3:23][N:17]1[CH2:16][C:15]2[C:19](=[CH:20][CH:21]=[C:13]([C:11]3[S:12][C:8]([C:4]4[CH:3]=[C:2]([NH:1][S:33]([C:28]5[CH:29]=[CH:30][CH:31]=[CH:32][C:27]=5[N+:24]([O-:26])=[O:25])(=[O:34])=[O:35])[CH:7]=[N:6][CH:5]=4)=[CH:9][CH:10]=3)[CH:14]=2)[C:18]1=[O:22]. (2) Given the reactants [CH:1]12[CH:13]3[CH:10]4[CH:11]5[CH:12]3[CH:2]1[CH:3]5[CH:4]1[CH:8]([CH:9]24)[C:7](=O)[O:6][C:5]1=[O:15].C([N:18](CC)CC)C.[Cl:23]C(OCC)=O.[N-]=[N+]=[N-].[Na+], predict the reaction product. The product is: [ClH:23].[NH2:18][C@H:8]1[CH:9]2[CH:10]3[CH:13]4[CH:1]2[CH:2]2[CH:3]([CH:11]3[CH:12]42)[C@H:4]1[C:5]([O:6][CH3:7])=[O:15]. (3) Given the reactants ClC(Cl)(O[C:5](=[O:11])OC(Cl)(Cl)Cl)Cl.[F:13][C:14]([F:22])([F:21])[CH:15]([OH:20])[C:16]([F:19])([F:18])[F:17].C(N(CC)C(C)C)(C)C.[CH3:32][N:33]([CH3:55])[C:34](=[O:54])[C:35]1[CH:40]=[C:39]([C:41]2[CH:46]=[CH:45][CH:44]=[CH:43][CH:42]=2)[CH:38]=[CH:37][C:36]=1[CH2:47][N:48]1[CH2:53][CH2:52][NH:51][CH2:50][CH2:49]1, predict the reaction product. The product is: [CH3:32][N:33]([CH3:55])[C:34]([C:35]1[CH:40]=[C:39]([C:41]2[CH:46]=[CH:45][CH:44]=[CH:43][CH:42]=2)[CH:38]=[CH:37][C:36]=1[CH2:47][N:48]1[CH2:53][CH2:52][N:51]([C:5]([O:20][CH:15]([C:16]([F:19])([F:18])[F:17])[C:14]([F:22])([F:21])[F:13])=[O:11])[CH2:50][CH2:49]1)=[O:54]. (4) Given the reactants [CH2:1]([O:3][C:4](=[O:17])[CH2:5][N:6]1[CH:14]=[N:13][C:12]2[C:7]1=[N:8][C:9](N)=[N:10][C:11]=2[I:15])[CH3:2].ClC(Cl)(O[C:22](=[O:28])OC(Cl)(Cl)Cl)Cl.C([N:33](CC)C(C)C)(C)C.[CH2:39]([OH:49])[C:40]1[CH:48]=[CH:47][C:46]2[O:45][CH2:44][O:43][C:42]=2[CH:41]=1, predict the reaction product. The product is: [CH2:1]([O:3][C:4](=[O:17])[CH2:5][N:6]1[C:14]([NH2:33])=[N:13][C:12]2[C:7]1=[N:8][C:9]([C:22]([O:49][CH2:39][C:40]1[CH:48]=[CH:47][C:46]3[O:45][CH2:44][O:43][C:42]=3[CH:41]=1)=[O:28])=[N:10][C:11]=2[I:15])[CH3:2]. (5) Given the reactants [CH:1]([CH:3]([CH2:9][N:10]1[CH2:14][CH:13]([CH2:15][CH2:16][CH3:17])[CH2:12][C:11]1=[O:18])[C:4]([O:6]CC)=O)=O.CCN(CC)CC.[C:26]1([CH2:32][NH:33][NH2:34])[CH:31]=[CH:30][CH:29]=[CH:28][CH:27]=1.Cl.Cl, predict the reaction product. The product is: [CH2:32]([N:33]1[C:4](=[O:6])[CH:3]([CH2:9][N:10]2[CH2:14][CH:13]([CH2:15][CH2:16][CH3:17])[CH2:12][C:11]2=[O:18])[CH:1]=[N:34]1)[C:26]1[CH:31]=[CH:30][CH:29]=[CH:28][CH:27]=1.